The task is: Predict which catalyst facilitates the given reaction.. This data is from Catalyst prediction with 721,799 reactions and 888 catalyst types from USPTO. (1) Reactant: C([N:8]1[CH2:12][CH:11]([C:13]2[CH:18]=[CH:17][C:16]([Cl:19])=[C:15]([Cl:20])[CH:14]=2)[CH:10]([CH:21]([O:31][C:32]2[CH:37]=[CH:36][C:35]([Cl:38])=[CH:34][N:33]=2)[CH2:22][O:23][Si:24]([C:27]([CH3:30])([CH3:29])[CH3:28])([CH3:26])[CH3:25])[CH2:9]1)C1C=CC=CC=1.ClC(OC(Cl)C)=O.CCN(C(C)C)C(C)C. Product: [C:27]([Si:24]([CH3:26])([CH3:25])[O:23][CH2:22][CH:21]([CH:10]1[CH:11]([C:13]2[CH:18]=[CH:17][C:16]([Cl:19])=[C:15]([Cl:20])[CH:14]=2)[CH2:12][NH:8][CH2:9]1)[O:31][C:32]1[CH:37]=[CH:36][C:35]([Cl:38])=[CH:34][N:33]=1)([CH3:30])([CH3:29])[CH3:28]. The catalyst class is: 11. (2) Reactant: [C:1]([C:5]1[CH:6]=[C:7]([NH:13][C:14]([NH:16][C@@H:17]2[C:26]3[C:21](=[CH:22][CH:23]=[CH:24][CH:25]=3)[C@H:20]([O:27][C:28]3[CH:29]=[CH:30][C:31]4[N:32]([C:34]([N:37]5[CH2:42][CH2:41][O:40][CH2:39][C@@H:38]5[CH3:43])=[N:35][N:36]=4)[CH:33]=3)[CH2:19][CH2:18]2)=[O:15])[N:8]([CH2:10][CH2:11][OH:12])[N:9]=1)([CH3:4])([CH3:3])[CH3:2].CCN(C(C)C)C(C)C.[CH3:53][S:54](Cl)(=[O:56])=[O:55]. Product: [C:1]([C:5]1[CH:6]=[C:7]([NH:13][C:14]([NH:16][C@@H:17]2[C:26]3[C:21](=[CH:22][CH:23]=[CH:24][CH:25]=3)[C@H:20]([O:27][C:28]3[CH:29]=[CH:30][C:31]4[N:32]([C:34]([N:37]5[CH2:42][CH2:41][O:40][CH2:39][C@@H:38]5[CH3:43])=[N:35][N:36]=4)[CH:33]=3)[CH2:19][CH2:18]2)=[O:15])[N:8]([CH2:10][CH2:11][O:12][S:54]([CH3:53])(=[O:56])=[O:55])[N:9]=1)([CH3:4])([CH3:2])[CH3:3]. The catalyst class is: 2.